This data is from Full USPTO retrosynthesis dataset with 1.9M reactions from patents (1976-2016). The task is: Predict the reactants needed to synthesize the given product. (1) The reactants are: [CH3:1][O:2][NH:3][C:4]([C:6]1[C:7](=[O:37])[C:8]2[CH:13]=[N:12][C:11]([NH:14][C:15]3[CH:20]=[CH:19][C:18]([CH:21]4[CH2:26][CH2:25][NH:24][CH2:23][CH2:22]4)=[CH:17][CH:16]=3)=[N:10][C:9]=2[N:27]([C:29]2[CH:34]=[CH:33][C:32]([CH2:35][CH3:36])=[CH:31][CH:30]=2)[CH:28]=1)=[O:5].Br[CH2:39][CH2:40][OH:41].C(N(CC)CC)C.O. Given the product [CH3:1][O:2][NH:3][C:4]([C:6]1[C:7](=[O:37])[C:8]2[CH:13]=[N:12][C:11]([NH:14][C:15]3[CH:16]=[CH:17][C:18]([CH:21]4[CH2:26][CH2:25][N:24]([CH2:39][CH2:40][OH:41])[CH2:23][CH2:22]4)=[CH:19][CH:20]=3)=[N:10][C:9]=2[N:27]([C:29]2[CH:34]=[CH:33][C:32]([CH2:35][CH3:36])=[CH:31][CH:30]=2)[CH:28]=1)=[O:5], predict the reactants needed to synthesize it. (2) Given the product [CH2:1]([O:8][C:9]1[CH:14]=[CH:13][C:12]([CH2:15][C:16]2[C:17]([O:24][C@@H:40]3[O:41][C@H:42]([CH2:59][O:60][C:61](=[O:66])[C:62]([CH3:65])([CH3:64])[CH3:63])[C@@H:43]([O:52][C:53](=[O:58])[C:54]([CH3:55])([CH3:56])[CH3:57])[C@H:44]([O:45][C:46](=[O:51])[C:47]([CH3:48])([CH3:49])[CH3:50])[C@H:39]3[O:38][C:32](=[O:37])[C:33]([CH3:36])([CH3:34])[CH3:35])=[N:18][NH:19][C:20]=2[CH:21]([CH3:23])[CH3:22])=[C:11]([O:25][CH:26]2[CH2:31][CH2:30][O:29][CH2:28][CH2:27]2)[CH:10]=1)[C:2]1[CH:3]=[CH:4][CH:5]=[CH:6][CH:7]=1, predict the reactants needed to synthesize it. The reactants are: [CH2:1]([O:8][C:9]1[CH:14]=[CH:13][C:12]([CH2:15][C:16]2[C:17](=[O:24])[NH:18][NH:19][C:20]=2[CH:21]([CH3:23])[CH3:22])=[C:11]([O:25][CH:26]2[CH2:31][CH2:30][O:29][CH2:28][CH2:27]2)[CH:10]=1)[C:2]1[CH:7]=[CH:6][CH:5]=[CH:4][CH:3]=1.[C:32]([O:38][C@@H:39]1[C@@H:44]([O:45][C:46](=[O:51])[C:47]([CH3:50])([CH3:49])[CH3:48])[C@H:43]([O:52][C:53](=[O:58])[C:54]([CH3:57])([CH3:56])[CH3:55])[C@@H:42]([CH2:59][O:60][C:61](=[O:66])[C:62]([CH3:65])([CH3:64])[CH3:63])[O:41][C@@H:40]1Br)(=[O:37])[C:33]([CH3:36])([CH3:35])[CH3:34].CC(OC[C@H]1O[C@H](Br)[C@H](OC(C)=O)[C@@H](OC(C)=O)[C@@H]1OC(C)=O)=O.